This data is from Catalyst prediction with 721,799 reactions and 888 catalyst types from USPTO. The task is: Predict which catalyst facilitates the given reaction. Reactant: CC1C=CC(S(O[CH2:12][CH2:13][CH2:14][C:15]2[C:23]3[C:18](=[CH:19][CH:20]=[C:21]([F:24])[CH:22]=3)[NH:17][CH:16]=2)(=O)=O)=CC=1.[CH3:25][C:26]1[N:27]=[C:28]([N:36]2[CH2:41][CH2:40][NH:39][CH2:38][CH2:37]2)[S:29][C:30]=1[C:31]([O:33][CH2:34][CH3:35])=[O:32].C(=O)([O-])[O-].[K+].[K+].[I-].[K+]. Product: [F:24][C:21]1[CH:22]=[C:23]2[C:18](=[CH:19][CH:20]=1)[NH:17][CH:16]=[C:15]2[CH2:14][CH2:13][CH2:12][N:39]1[CH2:40][CH2:41][N:36]([C:28]2[S:29][C:30]([C:31]([O:33][CH2:34][CH3:35])=[O:32])=[C:26]([CH3:25])[N:27]=2)[CH2:37][CH2:38]1. The catalyst class is: 10.